From a dataset of Reaction yield outcomes from USPTO patents with 853,638 reactions. Predict the reaction yield, written as a fraction of the theoretical maximum amount of product (1.0 means a 100% yield; for example, 0.34 means a 34% yield). (1) The reactants are [C:1]([O:5][C:6]([N:8]1[CH2:14][CH2:13][C:12]2[CH:15]=[C:16]([NH:19][S:20]([C:23]3[S:24][C:25](Br)=[CH:26][CH:27]=3)(=[O:22])=[O:21])[CH:17]=[CH:18][C:11]=2[CH2:10][CH2:9]1)=[O:7])([CH3:4])([CH3:3])[CH3:2].[Cl:29][C:30]1[CH:35]=[CH:34][C:33](B(O)O)=[CH:32][CH:31]=1.[C:39]([O-])([O-])=[O:40].[K+].[K+].C(O)C. The catalyst is C1C=CC([P]([Pd]([P](C2C=CC=CC=2)(C2C=CC=CC=2)C2C=CC=CC=2)([P](C2C=CC=CC=2)(C2C=CC=CC=2)C2C=CC=CC=2)[P](C2C=CC=CC=2)(C2C=CC=CC=2)C2C=CC=CC=2)(C2C=CC=CC=2)C2C=CC=CC=2)=CC=1.C1(C)C=CC=CC=1. The product is [C:1]([O:5][C:6]([N:8]1[CH2:14][CH2:13][C:12]2[CH:15]=[C:16]([NH:19][S:20]([C:23]3[S:24][C:25]([C:33]4[CH:34]=[CH:35][C:30]([Cl:29])=[CH:31][CH:32]=4)=[CH:26][CH:27]=3)(=[O:22])=[O:21])[C:17]([O:40][CH3:39])=[CH:18][C:11]=2[CH2:10][CH2:9]1)=[O:7])([CH3:4])([CH3:3])[CH3:2]. The yield is 0.860. (2) The reactants are [Br:1][C:2]1[C:6]2[C:7]([NH:11]CC3C=CC(OC)=CC=3OC)=[N:8][CH:9]=[CH:10][C:5]=2[N:4]([C@@H:23]2[CH2:28][CH2:27][CH2:26][N:25](C(OC(C)(C)C)=O)[CH2:24]2)[N:3]=1.C(O)(C(F)(F)F)=O.C([SiH](CC)CC)C. No catalyst specified. The product is [Br:1][C:2]1[C:6]2[C:7]([NH2:11])=[N:8][CH:9]=[CH:10][C:5]=2[N:4]([C@@H:23]2[CH2:28][CH2:27][CH2:26][NH:25][CH2:24]2)[N:3]=1. The yield is 0.920. (3) The reactants are [Cl:1][C:2]1[CH:3]=[CH:4][C:5]([F:28])=[C:6]([NH:8][C:9]2[CH:14]=[C:13]([NH:15][CH2:16][CH:17]([N:19]3[CH2:24][CH2:23][O:22][CH2:21][CH2:20]3)[CH3:18])[N:12]3[N:25]=[CH:26][CH:27]=[C:11]3[N:10]=2)[CH:7]=1.P(Cl)(Cl)(Cl)=O.CN([CH:37]=[O:38])C. No catalyst specified. The product is [Cl:1][C:2]1[CH:3]=[CH:4][C:5]([F:28])=[C:6]([NH:8][C:9]2[CH:14]=[C:13]([NH:15][CH2:16][CH:17]([N:19]3[CH2:20][CH2:21][O:22][CH2:23][CH2:24]3)[CH3:18])[N:12]3[N:25]=[CH:26][C:27]([CH:37]=[O:38])=[C:11]3[N:10]=2)[CH:7]=1. The yield is 0.410. (4) The product is [OH:31][C:30]([CH3:33])([CH2:32][NH:37][CH3:36])[CH2:29][O:28][C:24]1[CH:23]=[C:22]([CH:27]=[CH:26][CH:25]=1)[O:21][C:8]1[C:9]([NH:11][S:12]([C:15]2[N:16]=[CH:17][N:18]([CH3:20])[CH:19]=2)(=[O:13])=[O:14])=[CH:10][C:5]2[N:4]([CH3:34])[C:3](=[O:35])[N:2]([CH3:1])[C:6]=2[CH:7]=1. The yield is 0.170. The reactants are [CH3:1][N:2]1[C:6]2[CH:7]=[C:8]([O:21][C:22]3[CH:27]=[CH:26][CH:25]=[C:24]([O:28][CH2:29][C:30]4([CH3:33])[CH2:32][O:31]4)[CH:23]=3)[C:9]([NH:11][S:12]([C:15]3[N:16]=[CH:17][N:18]([CH3:20])[CH:19]=3)(=[O:14])=[O:13])=[CH:10][C:5]=2[N:4]([CH3:34])[C:3]1=[O:35].[CH3:36][NH2:37]. The catalyst is CO. (5) The reactants are [CH3:1][N:2]1[C:6]([C:7]([F:10])([F:9])[F:8])=[CH:5][C:4]([NH:11][C:12](=[O:20])OC2C=CC=CC=2)=[N:3]1.[CH3:21][O:22][C:23]1[CH:24]=[C:25]2[C:30](=[CH:31][C:32]=1[O:33][CH3:34])[N:29]=[CH:28][N:27]=[C:26]2[S:35][C:36]1[CH:37]=[C:38]([CH:40]=[CH:41][CH:42]=1)[NH2:39].C(N(CC)C(C)C)(C)C. The catalyst is C1COCC1. The product is [CH3:21][O:22][C:23]1[CH:24]=[C:25]2[C:30](=[CH:31][C:32]=1[O:33][CH3:34])[N:29]=[CH:28][N:27]=[C:26]2[S:35][C:36]1[CH:37]=[C:38]([NH:39][C:12]([NH:11][C:4]2[CH:5]=[C:6]([C:7]([F:8])([F:9])[F:10])[N:2]([CH3:1])[N:3]=2)=[O:20])[CH:40]=[CH:41][CH:42]=1. The yield is 0.170. (6) The reactants are [C:1]([N:5]1[C:9]2[N:10]=[C:11]([NH:14][C:15](=[O:23])[C:16]3[CH:21]=[CH:20][C:19]([CH3:22])=[CH:18][CH:17]=3)[N:12]=[CH:13][C:8]=2[C:7](I)=[CH:6]1)([CH3:4])([CH3:3])[CH3:2].[CH3:25][NH2:26].C1[CH2:31][O:30]CC1. The catalyst is CN(C=O)C.CCOC(C)=O.Cl[Pd](Cl)([P](C1C=CC=CC=1)(C1C=CC=CC=1)C1C=CC=CC=1)[P](C1C=CC=CC=1)(C1C=CC=CC=1)C1C=CC=CC=1. The product is [CH3:25][NH:26][C:31]([C:7]1[C:8]2[CH:13]=[N:12][C:11]([NH:14][C:15](=[O:23])[C:16]3[CH:21]=[CH:20][C:19]([CH3:22])=[CH:18][CH:17]=3)=[N:10][C:9]=2[N:5]([C:1]([CH3:4])([CH3:3])[CH3:2])[CH:6]=1)=[O:30]. The yield is 0.770. (7) The reactants are N1C=CC=CC=1.[CH3:7][O:8][C:9]1[CH:14]=[CH:13][C:12]([CH2:15][CH2:16][CH2:17][CH2:18][OH:19])=[CH:11][CH:10]=1.[C:20]1([CH3:30])[CH:25]=[CH:24][C:23]([S:26](Cl)(=[O:28])=[O:27])=[CH:22][CH:21]=1. The catalyst is C(Cl)(Cl)Cl. The product is [CH3:7][O:8][C:9]1[CH:14]=[CH:13][C:12]([CH2:15][CH2:16][CH2:17][CH2:18][O:19][S:26]([C:23]2[CH:24]=[CH:25][C:20]([CH3:30])=[CH:21][CH:22]=2)(=[O:28])=[O:27])=[CH:11][CH:10]=1. The yield is 0.660.